Dataset: NCI-60 drug combinations with 297,098 pairs across 59 cell lines. Task: Regression. Given two drug SMILES strings and cell line genomic features, predict the synergy score measuring deviation from expected non-interaction effect. (1) Synergy scores: CSS=16.4, Synergy_ZIP=10.8, Synergy_Bliss=16.2, Synergy_Loewe=-1.79, Synergy_HSA=2.93. Drug 2: COC1=C2C(=CC3=C1OC=C3)C=CC(=O)O2. Cell line: KM12. Drug 1: COC1=C(C=C2C(=C1)N=CN=C2NC3=CC(=C(C=C3)F)Cl)OCCCN4CCOCC4. (2) Drug 1: CN(C)N=NC1=C(NC=N1)C(=O)N. Drug 2: CC=C1C(=O)NC(C(=O)OC2CC(=O)NC(C(=O)NC(CSSCCC=C2)C(=O)N1)C(C)C)C(C)C. Cell line: HCT116. Synergy scores: CSS=20.8, Synergy_ZIP=-1.64, Synergy_Bliss=-4.98, Synergy_Loewe=-15.1, Synergy_HSA=-3.80. (3) Drug 1: CNC(=O)C1=CC=CC=C1SC2=CC3=C(C=C2)C(=NN3)C=CC4=CC=CC=N4. Drug 2: CN(C(=O)NC(C=O)C(C(C(CO)O)O)O)N=O. Cell line: HCT116. Synergy scores: CSS=-0.229, Synergy_ZIP=-4.33, Synergy_Bliss=-8.47, Synergy_Loewe=-7.33, Synergy_HSA=-7.41. (4) Drug 1: C1CCN(CC1)CCOC2=CC=C(C=C2)C(=O)C3=C(SC4=C3C=CC(=C4)O)C5=CC=C(C=C5)O. Drug 2: C1CNP(=O)(OC1)N(CCCl)CCCl. Cell line: NCI-H522. Synergy scores: CSS=0.615, Synergy_ZIP=0.542, Synergy_Bliss=0.799, Synergy_Loewe=0.321, Synergy_HSA=-0.646. (5) Drug 1: C1=NC2=C(N1)C(=S)N=C(N2)N. Drug 2: C1=NC(=NC(=O)N1C2C(C(C(O2)CO)O)O)N. Cell line: UACC62. Synergy scores: CSS=35.9, Synergy_ZIP=4.06, Synergy_Bliss=4.20, Synergy_Loewe=5.37, Synergy_HSA=6.88.